Dataset: Catalyst prediction with 721,799 reactions and 888 catalyst types from USPTO. Task: Predict which catalyst facilitates the given reaction. (1) Reactant: [N:1]1([C:10]2[CH:23]=[CH:22][C:13]([C:14]([N:16]3[CH2:20][CH2:19][C@@H:18]([OH:21])[CH2:17]3)=[O:15])=[CH:12][CH:11]=2)[C:5]2[CH:6]=[CH:7][CH:8]=[CH:9][C:4]=2[N:3]=[CH:2]1.C(N(C(C)C)CC)(C)C.[CH3:33][S:34](Cl)(=[O:36])=[O:35]. Product: [CH3:33][S:34]([O:21][C@@H:18]1[CH2:19][CH2:20][N:16]([C:14](=[O:15])[C:13]2[CH:22]=[CH:23][C:10]([N:1]3[C:5]4[CH:6]=[CH:7][CH:8]=[CH:9][C:4]=4[N:3]=[CH:2]3)=[CH:11][CH:12]=2)[CH2:17]1)(=[O:36])=[O:35]. The catalyst class is: 4. (2) Reactant: Cl[C:2]1[CH:3]=[C:4]([NH:10][C:11]2[CH:16]=[CH:15][C:14]([N:17]3[CH2:22][CH2:21][N:20]([CH:23]4[CH2:26][O:25][CH2:24]4)[CH2:19][C@@H:18]3[CH3:27])=[CH:13][N:12]=2)[C:5](=[O:9])[N:6]([CH3:8])[N:7]=1.[C:28]([O:31][CH2:32][C:33]1[C:34]([N:42]2[N:51]=[CH:50][C:49]3[C:44](=[C:45]([F:56])[CH:46]=[C:47]([C:52]([CH3:55])([CH3:54])[CH3:53])[CH:48]=3)[C:43]2=[O:57])=[N:35][CH:36]=[CH:37][C:38]=1B(O)O)(=[O:30])[CH3:29].[O-]P([O-])([O-])=O.[K+].[K+].[K+].O.O.O.C([O-])(=O)C.[Na+]. Product: [C:28]([O:31][CH2:32][C:33]1[C:34]([N:42]2[N:51]=[CH:50][C:49]3[C:44](=[C:45]([F:56])[CH:46]=[C:47]([C:52]([CH3:54])([CH3:53])[CH3:55])[CH:48]=3)[C:43]2=[O:57])=[N:35][CH:36]=[CH:37][C:38]=1[C:2]1[CH:3]=[C:4]([NH:10][C:11]2[CH:16]=[CH:15][C:14]([N:17]3[CH2:22][CH2:21][N:20]([CH:23]4[CH2:26][O:25][CH2:24]4)[CH2:19][C@@H:18]3[CH3:27])=[CH:13][N:12]=2)[C:5](=[O:9])[N:6]([CH3:8])[N:7]=1)(=[O:30])[CH3:29]. The catalyst class is: 543. (3) Reactant: [F:1][C:2]([F:11])([F:10])[CH2:3][N:4]1[CH:8]=[C:7]([NH2:9])[CH:6]=[N:5]1.Cl[C:13]1[N:18]=[C:17]([CH2:19][CH2:20][C:21]2[CH:26]=[CH:25][CH:24]=[CH:23][C:22]=2[C:27]2([C:30]([NH2:32])=[O:31])[CH2:29][CH2:28]2)[C:16]([Cl:33])=[CH:15][N:14]=1.CC1C=CC(S(O)(=O)=O)=CC=1.O. Product: [Cl:33][C:16]1[C:17]([CH2:19][CH2:20][C:21]2[CH:26]=[CH:25][CH:24]=[CH:23][C:22]=2[C:27]2([C:30]([NH2:32])=[O:31])[CH2:29][CH2:28]2)=[N:18][C:13]([NH:9][C:7]2[CH:6]=[N:5][N:4]([CH2:3][C:2]([F:1])([F:10])[F:11])[CH:8]=2)=[N:14][CH:15]=1. The catalyst class is: 12.